Dataset: Catalyst prediction with 721,799 reactions and 888 catalyst types from USPTO. Task: Predict which catalyst facilitates the given reaction. (1) Reactant: [N+:1]([C:4]1[CH:5]=[C:6]([CH:8]=[CH:9][CH:10]=1)[NH2:7])([O-:3])=[O:2].Cl[C:12]1[N:17]=[CH:16][CH:15]=[CH:14][N:13]=1.C(=O)([O-])[O-].[K+].[K+].C(OCC)(=O)C. Product: [N+:1]([C:4]1[CH:5]=[C:6]([NH:7][C:12]2[N:17]=[CH:16][CH:15]=[CH:14][N:13]=2)[CH:8]=[CH:9][CH:10]=1)([O-:3])=[O:2]. The catalyst class is: 58. (2) Reactant: [SH:1][C:2]1[N:6]([CH2:7][C:8]([O:10][C:11]([CH3:14])([CH3:13])[CH3:12])=[O:9])[C:5]2[CH:15]=[CH:16][CH:17]=[CH:18][C:4]=2[N:3]=1.[CH2:19]([O:21][C:22](=[O:29])[CH2:23][CH2:24][CH2:25][CH2:26][CH2:27]Br)[CH3:20].C([O-])([O-])=O.[K+].[K+]. Product: [C:11]([O:10][C:8](=[O:9])[CH2:7][N:6]1[C:5]2[CH:15]=[CH:16][CH:17]=[CH:18][C:4]=2[N:3]=[C:2]1[S:1][CH2:27][CH2:26][CH2:25][CH2:24][CH2:23][C:22]([O:21][CH2:19][CH3:20])=[O:29])([CH3:13])([CH3:14])[CH3:12]. The catalyst class is: 21. (3) Reactant: [CH:1]([C:4]1[C:8]([CH2:9][CH2:10][CH2:11][OH:12])=[CH:7][N:6]([C:13]2[CH:18]=[CH:17][C:16]([C:19]([F:22])([F:21])[F:20])=[CH:15][N:14]=2)[N:5]=1)([CH3:3])[CH3:2].O[C:24]1[CH:25]=[C:26]([CH:35]=[CH:36][CH:37]=1)[O:27][C:28]([CH3:34])([CH3:33])[C:29]([O:31]C)=[O:30].C(P(CCCC)CCCC)CCC.N(C(N1CCCCC1)=O)=NC(N1CCCCC1)=O. Product: [CH:1]([C:4]1[C:8]([CH2:9][CH2:10][CH2:11][O:12][C:24]2[CH:25]=[C:26]([CH:35]=[CH:36][CH:37]=2)[O:27][C:28]([CH3:34])([CH3:33])[C:29]([OH:31])=[O:30])=[CH:7][N:6]([C:13]2[CH:18]=[CH:17][C:16]([C:19]([F:21])([F:20])[F:22])=[CH:15][N:14]=2)[N:5]=1)([CH3:3])[CH3:2]. The catalyst class is: 7. (4) Reactant: C([O:3][C:4]([C@H:6]1[CH2:11][CH2:10][CH2:9][N:8]([C:12]2[N:13]=[C:14]([N:24]3[CH2:29][CH2:28][N:27]4[C:30]([C:33]([F:36])([F:35])[F:34])=[N:31][N:32]=[C:26]4[CH2:25]3)[C:15]3[N:20]=[C:19]([CH2:21][CH2:22][CH3:23])[S:18][C:16]=3[N:17]=2)[CH2:7]1)=[O:5])C.[OH-].[Na+].Cl. Product: [CH2:21]([C:19]1[S:18][C:16]2[N:17]=[C:12]([N:8]3[CH2:9][CH2:10][CH2:11][C@H:6]([C:4]([OH:5])=[O:3])[CH2:7]3)[N:13]=[C:14]([N:24]3[CH2:29][CH2:28][N:27]4[C:30]([C:33]([F:34])([F:36])[F:35])=[N:31][N:32]=[C:26]4[CH2:25]3)[C:15]=2[N:20]=1)[CH2:22][CH3:23]. The catalyst class is: 83. (5) Reactant: [CH:1]1([CH2:4][CH2:5][C:6]2([CH3:19])[C:15]3[C:10](=[CH:11][CH:12]=[CH:13][CH:14]=3)[C:9](=[O:16])[CH:8]=[C:7]2[O:17]C)[CH2:3][CH2:2]1.[OH-].[Na+].Cl. Product: [CH:1]1([CH2:4][CH2:5][C:6]2([CH3:19])[C:15]3[C:10](=[CH:11][CH:12]=[CH:13][CH:14]=3)[C:9]([OH:16])=[CH:8][C:7]2=[O:17])[CH2:3][CH2:2]1. The catalyst class is: 38. (6) The catalyst class is: 13. Reactant: P(Cl)(Cl)([Cl:3])=O.CN(C)C=O.S[C:12]1[N:17]([CH3:18])[C:16](=[O:19])[CH:15]=[C:14]([C:20]2[CH:25]=[CH:24][N:23]=[CH:22][CH:21]=2)[N:13]=1. Product: [Cl:3][C:12]1[N:17]([CH3:18])[C:16](=[O:19])[CH:15]=[C:14]([C:20]2[CH:25]=[CH:24][N:23]=[CH:22][CH:21]=2)[N:13]=1. (7) Reactant: [CH2:1]([O:3][C:4]1[CH:9]=[CH:8][C:7]([CH2:10][C:11]([NH:13][C:14]2[CH:19]=[C:18]([N+:20]([O-:22])=[O:21])[CH:17]=[CH:16][C:15]=2[NH:23][CH:24]2[CH2:29][CH2:28][N:27]([CH3:30])[CH2:26][CH2:25]2)=O)=[CH:6][CH:5]=1)[CH3:2].P(Cl)(Cl)(Cl)(Cl)Cl. Product: [CH2:1]([O:3][C:4]1[CH:9]=[CH:8][C:7]([CH2:10][C:11]2[N:23]([CH:24]3[CH2:29][CH2:28][N:27]([CH3:30])[CH2:26][CH2:25]3)[C:15]3[CH:16]=[CH:17][C:18]([N+:20]([O-:22])=[O:21])=[CH:19][C:14]=3[N:13]=2)=[CH:6][CH:5]=1)[CH3:2]. The catalyst class is: 22. (8) Reactant: BrC1C=CC(O)=C(C2C=[CH:16][C:15]3[C:10](=[CH:11][CH:12]=[C:13]([C:18]4[N:22]([CH:23]5[CH2:28][CH2:27][CH2:26][CH2:25][CH2:24]5)[C:21]5[CH:29]=[CH:30][C:31]([C:33]([OH:35])=[O:34])=[CH:32][C:20]=5[N:19]=4)[CH:14]=3)[N:9]=2)C=1.[OH:37][C:38]1[CH:43]=[C:42]([O:44][CH3:45])[CH:41]=[C:40]([O:46][CH3:47])[C:39]=1[C:48](=O)[CH3:49].[OH-].[K+]. Product: [CH:23]1([N:22]2[C:21]3[CH:29]=[CH:30][C:31]([C:33]([OH:35])=[O:34])=[CH:32][C:20]=3[N:19]=[C:18]2[C:13]2[CH:14]=[C:15]3[C:10](=[CH:11][CH:12]=2)[N:9]=[C:48]([C:39]2[C:40]([O:46][CH3:47])=[CH:41][C:42]([O:44][CH3:45])=[CH:43][C:38]=2[OH:37])[CH:49]=[CH:16]3)[CH2:24][CH2:25][CH2:26][CH2:27][CH2:28]1. The catalyst class is: 8. (9) Reactant: [CH2:1]([O:8][C:9]1[CH:14]=[CH:13][C:12]([CH:15]([OH:18])[CH2:16]Br)=[CH:11][C:10]=1[NH:19][S:20]([CH3:23])(=[O:22])=[O:21])[C:2]1[CH:7]=[CH:6][CH:5]=[CH:4][CH:3]=1.[I-].[Na+].[N-:26]=[N+:27]=[N-:28].[Na+]. Product: [N:26]([CH2:16][C@@H:15]([C:12]1[CH:13]=[CH:14][C:9]([O:8][CH2:1][C:2]2[CH:7]=[CH:6][CH:5]=[CH:4][CH:3]=2)=[C:10]([NH:19][S:20]([CH3:23])(=[O:22])=[O:21])[CH:11]=1)[OH:18])=[N+:27]=[N-:28]. The catalyst class is: 16. (10) Reactant: [NH2:1][C:2]1[N:7]=[CH:6][N:5]=[C:4]2[N:8]([C@@H:21]3[CH2:25][CH2:24][N:23]([C:26](=[O:35])/[CH:27]=[CH:28]/[CH2:29][N:30]([CH:32]4[CH2:34][CH2:33]4)[CH3:31])[CH2:22]3)[N:9]=[C:10]([C:11]3[CH:20]=[CH:19][C:14]([C:15]([O:17]C)=[O:16])=[CH:13][CH:12]=3)[C:3]=12.[OH-].[Na+]. Product: [NH2:1][C:2]1[N:7]=[CH:6][N:5]=[C:4]2[N:8]([C@@H:21]3[CH2:25][CH2:24][N:23]([C:26](=[O:35])/[CH:27]=[CH:28]/[CH2:29][N:30]([CH:32]4[CH2:33][CH2:34]4)[CH3:31])[CH2:22]3)[N:9]=[C:10]([C:11]3[CH:20]=[CH:19][C:14]([C:15]([OH:17])=[O:16])=[CH:13][CH:12]=3)[C:3]=12. The catalyst class is: 20.